Dataset: Forward reaction prediction with 1.9M reactions from USPTO patents (1976-2016). Task: Predict the product of the given reaction. (1) Given the reactants [C:1]1(=[O:7])[CH2:6][CH2:5][CH2:4][CH:3]=[CH:2]1.[CH:8]1[CH2:12][CH:11]=[CH:10][CH:9]=1.Cl(O)(=O)(=O)=O.C([C@@H]1N[C@H](C2OC(C)=CC=2)N(C)C1=O)C1C=CC=CC=1, predict the reaction product. The product is: [C@@H:10]12[CH2:11][C@H:12]([CH:8]=[CH:9]1)[C@@H:3]1[C@@H:2]2[C:1](=[O:7])[CH2:6][CH2:5][CH2:4]1. (2) The product is: [C:19]([O:23][C:24](=[O:46])[N:25]([CH2:28][CH2:29][C:30]1[CH:35]=[CH:34][C:33]([Cl:36])=[C:32]([CH2:37][OH:38])[CH:31]=1)[CH2:26][CH3:27])([CH3:20])([CH3:21])[CH3:22]. Given the reactants CCCC[N+](CCCC)(CCCC)CCCC.[F-].[C:19]([O:23][C:24](=[O:46])[N:25]([CH2:28][CH2:29][C:30]1[CH:35]=[CH:34][C:33]([Cl:36])=[C:32]([C:37](C)(C)[O:38][SiH2]C(C)(C)C)[CH:31]=1)[CH2:26][CH3:27])([CH3:22])([CH3:21])[CH3:20].CCOC(C)=O, predict the reaction product. (3) Given the reactants [C:1]([O:5][C:6]([N:8]1[C:16]2[C:11](=[CH:12][C:13]([N:17]3[CH2:22][CH2:21][N:20]([CH2:23][CH2:24][OH:25])[CH2:19][CH2:18]3)=[CH:14][CH:15]=2)[CH:10]=[CH:9]1)=[O:7])([CH3:4])([CH3:3])[CH3:2].C(Cl)(=O)C([Cl:29])=O.CS(C)=O.CCN(CC)CC, predict the reaction product. The product is: [Cl:29][C:12]1[C:13]([N:17]2[CH2:22][CH2:21][N:20]([CH2:23][CH:24]=[O:25])[CH2:19][CH2:18]2)=[CH:14][CH:15]=[C:16]2[C:11]=1[CH:10]=[CH:9][N:8]2[C:6]([O:5][C:1]([CH3:4])([CH3:3])[CH3:2])=[O:7]. (4) Given the reactants [CH:1]1([N:5]2[CH2:10][CH2:9][CH:8]([O:11][C:12]3[CH:17]=[CH:16][C:15]([C:18]4([CH2:24][NH2:25])[CH2:23][CH2:22][O:21][CH2:20][CH2:19]4)=[CH:14][CH:13]=3)[CH2:7][CH2:6]2)[CH2:4][CH2:3][CH2:2]1.Cl[C:27]1[N:32]=[CH:31][CH:30]=[CH:29][N:28]=1, predict the reaction product. The product is: [CH:1]1([N:5]2[CH2:10][CH2:9][CH:8]([O:11][C:12]3[CH:17]=[CH:16][C:15]([C:18]4([CH2:24][NH:25][C:27]5[N:32]=[CH:31][CH:30]=[CH:29][N:28]=5)[CH2:19][CH2:20][O:21][CH2:22][CH2:23]4)=[CH:14][CH:13]=3)[CH2:7][CH2:6]2)[CH2:4][CH2:3][CH2:2]1.